From a dataset of Catalyst prediction with 721,799 reactions and 888 catalyst types from USPTO. Predict which catalyst facilitates the given reaction. Product: [CH2:45]([O:4][C:3](=[O:42])[CH2:2][O:1][C@H:5]1[CH2:6][CH2:7][C@H:8]([N:11]2[C:16](=[O:17])[C:15]([CH2:18][C:19]3[CH:24]=[CH:23][C:22]([C:25]4[CH:30]=[CH:29][CH:28]=[CH:27][C:26]=4[C:31]#[N:32])=[C:21]([O:33][CH3:34])[CH:20]=3)=[C:14]([CH2:35][CH2:36][CH3:37])[N:13]3[N:38]=[CH:39][CH:40]=[C:12]23)[CH2:9][CH2:10]1)[CH3:46]. Reactant: [O:1]1[C:5]2([CH2:10][CH2:9][CH:8]([N:11]3[C:16](=[O:17])[C:15]([CH2:18][C:19]4[CH:24]=[CH:23][C:22]([C:25]5[C:26]([C:31]#[N:32])=[CH:27][CH:28]=[CH:29][CH:30]=5)=[C:21]([O:33][CH3:34])[CH:20]=4)=[C:14]([CH2:35][CH2:36][CH3:37])[N:13]4[N:38]=[CH:39][CH:40]=[C:12]34)[CH2:7][CH2:6]2)[O:4][CH2:3][CH2:2]1.Cl.[OH-:42].[Na+].O1CC[CH2:46][CH2:45]1. The catalyst class is: 13.